This data is from Reaction yield outcomes from USPTO patents with 853,638 reactions. The task is: Predict the reaction yield, written as a fraction of the theoretical maximum amount of product (1.0 means a 100% yield; for example, 0.34 means a 34% yield). (1) The reactants are Br[CH2:2][CH:3]([C:5]1[CH:10]=[CH:9][C:8]([CH2:11][CH3:12])=[CH:7][N:6]=1)[OH:4].C(=O)([O-])[O-].[K+].[K+]. The catalyst is CO. The product is [CH2:11]([C:8]1[CH:9]=[CH:10][C:5]([CH:3]2[CH2:2][O:4]2)=[N:6][CH:7]=1)[CH3:12]. The yield is 0.900. (2) The reactants are [F:1][C:2]1[CH:8]=[CH:7][C:5]([NH2:6])=[CH:4][CH:3]=1.[CH2:9]([N:11]=[C:12]=[O:13])[CH3:10].C(O[CH:17]=[C:18]([C:24]([O:26][CH2:27][CH3:28])=[O:25])[C:19]([O:21]CC)=O)C.CC[O-].[Na+]. The catalyst is C1COCC1.C(O)C. The product is [CH2:27]([O:26][C:24]([C:18]1[C:19](=[O:21])[N:11]([CH2:9][CH3:10])[C:12](=[O:13])[N:6]([C:5]2[CH:7]=[CH:8][C:2]([F:1])=[CH:3][CH:4]=2)[CH:17]=1)=[O:25])[CH3:28]. The yield is 0.250. (3) The reactants are NC(C1C=CC2C(=CC=C(O[C@H]3CC[C@H](C(F)(F)F)CC3)C=2)C=1)(C)CCC(O)=O.C(O)(C(F)(F)F)=O.[N+:37]([C:40]([C:47]1[CH:56]=[CH:55][C:54]2[C:49](=[CH:50][CH:51]=[C:52]([O:61][C@H:62]3[CH2:67][CH2:66][C@@H:65]([C:68]([F:71])([F:70])[F:69])[CH2:64][CH2:63]3)[C:53]=2[C:57]([F:60])([F:59])[F:58])[CH:48]=1)([CH3:46])[CH2:41][CH2:42][C:43]([OH:45])=[O:44])([O-])=O. No catalyst specified. The product is [NH2:37][C:40]([C:47]1[CH:56]=[CH:55][C:54]2[C:49](=[CH:50][CH:51]=[C:52]([O:61][C@H:62]3[CH2:63][CH2:64][C@@H:65]([C:68]([F:69])([F:70])[F:71])[CH2:66][CH2:67]3)[C:53]=2[C:57]([F:59])([F:60])[F:58])[CH:48]=1)([CH3:46])[CH2:41][CH2:42][C:43]([OH:45])=[O:44]. The yield is 0.460. (4) The reactants are [CH3:1][C:2]1[O:6][C:5]([C:7]([O:9]C)=[O:8])=[CH:4][C:3]=1[C:11]1[N:15]([CH3:16])[N:14]=[CH:13][CH:12]=1.[OH-].[Na+]. The catalyst is O1CCCC1. The product is [CH3:1][C:2]1[O:6][C:5]([C:7]([OH:9])=[O:8])=[CH:4][C:3]=1[C:11]1[N:15]([CH3:16])[N:14]=[CH:13][CH:12]=1. The yield is 0.630.